From a dataset of Reaction yield outcomes from USPTO patents with 853,638 reactions. Predict the reaction yield, written as a fraction of the theoretical maximum amount of product (1.0 means a 100% yield; for example, 0.34 means a 34% yield). (1) The reactants are [Cl:1][C:2]1[N:3]=[CH:4][N:5]([C:7]2[CH:13]=[CH:12][C:10]([NH2:11])=[CH:9][C:8]=2[O:14][CH3:15])[CH:6]=1.[C:16](N1C=CC=CC1=O)(N1C=CC=CC1=O)=[S:17]. The catalyst is ClCCl. The product is [Cl:1][C:2]1[N:3]=[CH:4][N:5]([C:7]2[CH:13]=[CH:12][C:10]([N:11]=[C:16]=[S:17])=[CH:9][C:8]=2[O:14][CH3:15])[CH:6]=1. The yield is 0.790. (2) The reactants are I[C:2]1[CH:11]=[CH:10][C:5]([C:6]([O:8][CH3:9])=[O:7])=[CH:4][CH:3]=1.C([Mg]Cl)(C)C.Br[C:18]([F:20])=[CH2:19]. The catalyst is C1COCC1.[Ni](Cl)Cl.C1(P(C2C=CC=CC=2)CCCP(C2C=CC=CC=2)C2C=CC=CC=2)C=CC=CC=1. The product is [F:20][C:18]([C:2]1[CH:11]=[CH:10][C:5]([C:6]([O:8][CH3:9])=[O:7])=[CH:4][CH:3]=1)=[CH2:19]. The yield is 0.700. (3) The reactants are [N+](C1C=CC(N)=CC=1)([O-])=O.CS(Cl)(=O)=O.CN(C)C1C=CC=CC=1.[CH3:25][S:26]([NH:29][C:30]1[CH:35]=[CH:34][C:33]([N+:36]([O-])=O)=[CH:32][CH:31]=1)(=[O:28])=[O:27].S(S([O-])=O)([O-])=O.[Na+].[Na+]. No catalyst specified. The product is [CH3:25][S:26]([NH:29][C:30]1[CH:35]=[CH:34][C:33]([NH2:36])=[CH:32][CH:31]=1)(=[O:28])=[O:27]. The yield is 0.680. (4) The reactants are [CH2:1]([O:3][C:4]([C:6]1C(=O)O[N:8]([C:12]([O:14][C:15]2[CH:20]=[CH:19][CH:18]=[CH:17][CH:16]=2)=[S:13])[CH:7]=1)=[O:5])[CH3:2]. The catalyst is CC(C)=O. The product is [CH2:1]([O:3][C:4]([C:6]1[S:13][C:12]([O:14][C:15]2[CH:20]=[CH:19][CH:18]=[CH:17][CH:16]=2)=[N:8][CH:7]=1)=[O:5])[CH3:2]. The yield is 0.900.